This data is from Experimentally validated miRNA-target interactions with 360,000+ pairs, plus equal number of negative samples. The task is: Binary Classification. Given a miRNA mature sequence and a target amino acid sequence, predict their likelihood of interaction. (1) The miRNA is hsa-miR-6811-3p with sequence AGCCUGUGCUUGUCCCUGCAG. The protein sequence of the target gene is MSKAGGCRGCGCRVPQRASWSLVAATAALCLVLATSVCTAGAAPMSREEKQKLGNQVLEMFDHAYGNYMEHAYPADELMPLTCRGRVRGQEPSRGDVDDALGKFSLTLIDSLDTLVVLNKTKEFEDAVRKVLRDVNLDNDVVVSVFETNIRVLGGLLGGHSLAIMLKEKGEHMQWYNDELLHMAKQLGYKLLPAFNTTSGLPYPRINLKFGIRKPEARTGTETDTCTACAGTLILEFAALSRFTGATIFEEYARKALDFLWEKRQRSSNLVGVTINIHTGDWVRKDSGVGAGIDSYYEYL.... Result: 0 (no interaction). (2) The miRNA is mmu-miR-5121 with sequence AGCUUGUGAUGAGACAUCUCC. The protein sequence of the target gene is MASAADDSALGGQEERESFTIYHEGRELQLHWRGLPPLQRFPASRICSNAGGELLLLTTDHALYSAKLQANREHMDLQLLRTDVVDMDFCSGSQELFVVLTNGSVQRQATGSGRDVGHPHAWQTLGFDPLELHAEGVRIRRVCCSAQGVVFVGASGETYVMGSCGEVFKAEQQPRHMRLYEEGKELLDLAAGNEHFVMLVAPYNLADDALQLSVASAKEEPEDERASVKSISSGHSERSVAANTRHLLHQGYALLHTQLFTFGASNNGLLGSGDHIRRANVMRLQKLDSMGVCSIAAGLE.... Result: 0 (no interaction). (3) The miRNA is hsa-miR-495-3p with sequence AAACAAACAUGGUGCACUUCUU. The protein sequence of the target gene is MSHVAVENALGLDQQFAGLDLNSSDNQSGGSTASKGRYIPPHLRNREATKGFYDKDSSGWSSSKDKDAYSSFGSRGDSRGKSSFFGDRGSGSRGRFDDRGRGDYDGIGGRGDRSGFGKFERGGNSRWCDKSDEDDWSKPLPPSERLEQELFSGGNTGINFEKYDDIPVEATGNNCPPHIESFSDVEMGEIIMGNIELTRYTRPTPVQKHAIPIIKEKRDLMACAQTGSGKTAAFLLPILSQIYADGPGEALRAMKENGRYGRRKQYPISLVLAPTRELAVQIYEEARKFSYRSRVRPCVV.... Result: 0 (no interaction). (4) The miRNA is hsa-miR-8059 with sequence GGGGAACUGUAGAUGAAAAGGC. The protein sequence of the target gene is MGKAENYELYSVELGPGPGGDMAAKMSKKKKAGGGGGKRKEKLENMKKEMEINDHQLSVAELEQKYQTSATKGLSASLAAELLLRDGPNALRPPRGTPEYVKFARQLAGGLQCLMWVAAAICLIAFAIQASEGDLTTDDNLYLAIALIAVVVVTGCFGYYQEFKSTNIIASFKNLVPQQATVIRDGDKFQINADQLVVGDLVEMKGGDRVPADIRILAAQGCKVDNSSLTGESEPQTRSPECTHESPLETRNIAFFSTMCLEGTVQGLVVNTGDRTIIGRIASLASGVENEKTPIAIEIE.... Result: 0 (no interaction). (5) The miRNA is hsa-miR-4525 with sequence GGGGGGAUGUGCAUGCUGGUU. The protein sequence of the target gene is MSCRSYRISSGCGVTRNFSSCSAVAPKTGNRCCISAAPYRGVSCYRGLTGFGSRSLCNLGSCGPRIAVGGFRAGSCGRSFGYRSGGVCGPSPPCITTVSVNESLLTPLNLEIDPNAQCVKQEEKEQIKSLNSRFAAFIDKVRFLEQQNKLLETKWQFYQNQRCCESNLEPLFSGYIETLRREAECVEADSGRLASELNHVQEVLEGYKKKYEEEVALRATAENEFVVLKKDVDCAYLRKSDLEANVEALVEESSFLRRLYEEEIRVLQAHISDTSVIVKMDNSRDLNMDCIIAEIKAQYD.... Result: 0 (no interaction). (6) The protein sequence of the target gene is MYNGSCCRIEGDTISQVMPPLLIVAFVLGALGNGVALCGFCFHMKTWKPSTVYLFNLAVADFLLMICLPFRTDYYLRRRHWAFGDIPCRVGLFTLAMNRAGSIVFLTVVAADRYFKVVHPHHAVNTISTRVAAGIVCTLWALVILGTVYLLLENHLCVQETAVSCESFIMESANGWHDIMFQLEFFMPLGIILFCSFKIVWSLRRRQQLARQARMKKATRFIMVVAIVFITCYLPSVSARLYFLWTVPSSACDPSVHGALHITLSFTYMNSMLDPLVYYFSSPSFPKFYNKLKICSLKPK.... Result: 1 (interaction). The miRNA is hsa-miR-4257 with sequence CCAGAGGUGGGGACUGAG. (7) The miRNA is hsa-miR-543 with sequence AAACAUUCGCGGUGCACUUCUU. The protein sequence of the target gene is MSRARDAGCVAAGIVIGASAWYCVYKYTRGKDQKKKRLTKPKNRASVGTGSRARAGLRAGFTIDLGPGFSPPNPVDIEIMNKAQGEASNLATTVAEEVAPAAPSPKVQNGAESKVQELNGAKTEANLESVVMPSATCTVTPPPKVAGGLTAAEAPEIIGAPKVLEAPSTTEASGAVAAPGPTVSPMIAQTPGPVVPSPTIVSTGPAAIPWAVAHPGAVQSPGPAVPPMAVQSLVPAAPSWAVVAPPGAVYIPVAAHFAGPAAASRVTQSPGTVIPPLPPPSSVLPRGVPSVPGRTVQSPG.... Result: 0 (no interaction). (8) The miRNA is mmu-miR-10a-5p with sequence UACCCUGUAGAUCCGAAUUUGUG. The protein sequence of the target gene is MSNNSNKRAPTTATQRLKQDYLRIKKDPVPYICAEPLPSNILEWHYVVRGPEMTPYEGGYYHGKLIFPREFPFKPPSIYMITPNGRFKCNTRLCLSITDFHPDTWNPAWSVSTILTGLLSFMVEKGPTLGSIETSDFTKKQLAAQSLVFNLKDKVFCELFPEVVEEIKQKQKAQDELSNRPQNLPLPDVVPDGELHRGQHGIQLLNGHAPAAGPNLAGLPQANRHHGLLGGALANLFVIVGFAAFAYTVKYVLRSIAQE. Result: 1 (interaction).